The task is: Predict the reaction yield, written as a fraction of the theoretical maximum amount of product (1.0 means a 100% yield; for example, 0.34 means a 34% yield).. This data is from Reaction yield outcomes from USPTO patents with 853,638 reactions. The reactants are CN(C)C=O.CS(O[CH:11]1[CH2:16][CH2:15][N:14]([C:17]2[N:18]=[C:19]([CH3:34])[N:20]([CH2:24][C:25]3[S:26][C:27]([C:30]([F:33])([F:32])[F:31])=[CH:28][CH:29]=3)[C:21](=[O:23])[N:22]=2)[CH2:13][CH2:12]1)(=O)=O.[Br:35][C:36]1[CH:37]=[N:38][NH:39][CH:40]=1.C(=O)([O-])[O-].[K+].[K+]. The catalyst is O. The product is [Br:35][C:36]1[CH:37]=[N:38][N:39]([CH:11]2[CH2:16][CH2:15][N:14]([C:17]3[N:18]=[C:19]([CH3:34])[N:20]([CH2:24][C:25]4[S:26][C:27]([C:30]([F:33])([F:32])[F:31])=[CH:28][CH:29]=4)[C:21](=[O:23])[N:22]=3)[CH2:13][CH2:12]2)[CH:40]=1. The yield is 0.480.